Task: Predict the product of the given reaction.. Dataset: Forward reaction prediction with 1.9M reactions from USPTO patents (1976-2016) Given the reactants [CH3:1][CH:2]1[NH:7][CH2:6][C:5]2[C:8]([C:11]3[CH:15]=[CH:14][S:13][CH:12]=3)=[N:9][NH:10][C:4]=2[CH2:3]1.[Cl:16][C:17]1[CH:18]=[C:19]([NH:23][C:24](=O)[O:25]C2C=CC=CC=2)[CH:20]=[CH:21][CH:22]=1.O, predict the reaction product. The product is: [Cl:16][C:17]1[CH:18]=[C:19]([NH:23][C:24]([N:7]2[CH:2]([CH3:1])[CH2:3][C:4]3[NH:10][N:9]=[C:8]([C:11]4[CH:15]=[CH:14][S:13][CH:12]=4)[C:5]=3[CH2:6]2)=[O:25])[CH:20]=[CH:21][CH:22]=1.